Dataset: Forward reaction prediction with 1.9M reactions from USPTO patents (1976-2016). Task: Predict the product of the given reaction. Given the reactants [O:1]([C:8]1[CH:16]=[CH:15][C:11]([CH2:12][CH2:13][NH2:14])=[CH:10][CH:9]=1)[C:2]1[CH:7]=[CH:6][CH:5]=[CH:4][CH:3]=1.[Br:17][CH2:18][C:19](Br)=[O:20].N1C=CC=CC=1, predict the reaction product. The product is: [Br:17][CH2:18][C:19]([NH:14][CH2:13][CH2:12][C:11]1[CH:10]=[CH:9][C:8]([O:1][C:2]2[CH:3]=[CH:4][CH:5]=[CH:6][CH:7]=2)=[CH:16][CH:15]=1)=[O:20].